From a dataset of Reaction yield outcomes from USPTO patents with 853,638 reactions. Predict the reaction yield, written as a fraction of the theoretical maximum amount of product (1.0 means a 100% yield; for example, 0.34 means a 34% yield). The reactants are Cl[C:2]1[N:7]=[C:6]([NH2:8])[CH:5]=[CH:4][CH:3]=1.[N:9]1[CH:14]=[CH:13][CH:12]=[C:11](B(O)O)[CH:10]=1.C([O-])([O-])=O.[K+].[K+]. The catalyst is CC([O-])=O.CC([O-])=O.[Pd+2].C1(P(C2CCCCC2)C2C=CC=CC=2C2C(OC)=CC=C(S([O-])(=O)=O)C=2OC)CCCCC1.[Na+].O. The product is [N:7]1[C:6]([NH2:8])=[CH:5][CH:4]=[CH:3][C:2]=1[C:11]1[CH:10]=[N:9][CH:14]=[CH:13][CH:12]=1. The yield is 0.850.